From a dataset of Reaction yield outcomes from USPTO patents with 853,638 reactions. Predict the reaction yield, written as a fraction of the theoretical maximum amount of product (1.0 means a 100% yield; for example, 0.34 means a 34% yield). (1) The reactants are C([O:3][C:4]([C:6]1([C:19](OCC)=[O:20])[CH2:11][CH2:10][C:9]([C:12]2[CH:17]=[CH:16][C:15]([Cl:18])=[CH:14][CH:13]=2)=[CH:8][CH2:7]1)=O)C. The catalyst is O1CCCC1. The product is [Cl:18][C:15]1[CH:14]=[CH:13][C:12]([C:9]2[CH2:10][CH2:11][C:6]([CH2:4][OH:3])([CH2:19][OH:20])[CH2:7][CH:8]=2)=[CH:17][CH:16]=1. The yield is 0.960. (2) The reactants are C([O:3][C:4]([C:6]1[C:15]2[C:10](=[CH:11][CH:12]=[CH:13][CH:14]=2)[C:9](=[O:16])[N:8]([C:17]2[CH:22]=[CH:21][CH:20]=[CH:19][CH:18]=2)[C:7]=1[CH3:23])=[O:5])C.[OH-].[Na+]. The catalyst is CO.O. The product is [CH3:23][C:7]1[N:8]([C:17]2[CH:22]=[CH:21][CH:20]=[CH:19][CH:18]=2)[C:9](=[O:16])[C:10]2[C:15]([C:6]=1[C:4]([OH:5])=[O:3])=[CH:14][CH:13]=[CH:12][CH:11]=2. The yield is 0.760. (3) The reactants are Cl[C:2]1[N:3]=[CH:4][C:5]2[CH:10]=[C:9]([C:11]([N:13]([CH3:15])[CH3:14])=[O:12])[N:8]([CH:16]3[CH2:22][CH2:21][CH2:20][CH2:19][CH2:18][CH2:17]3)[C:6]=2[N:7]=1.[NH2:23][C:24]1[N:29]=[CH:28][C:27]([N:30]2[CH:36]3[CH2:37][CH2:38][N:33]([CH2:34][CH2:35]3)[CH2:32][C:31]2=[O:39])=[CH:26][CH:25]=1. No catalyst specified. The product is [CH:16]1([N:8]2[C:6]3[N:7]=[C:2]([NH:23][C:24]4[CH:25]=[CH:26][C:27]([N:30]5[CH:36]6[CH2:37][CH2:38][N:33]([CH2:34][CH2:35]6)[CH2:32][C:31]5=[O:39])=[CH:28][N:29]=4)[N:3]=[CH:4][C:5]=3[CH:10]=[C:9]2[C:11]([N:13]([CH3:15])[CH3:14])=[O:12])[CH2:22][CH2:21][CH2:20][CH2:19][CH2:18][CH2:17]1. The yield is 0.770. (4) The reactants are [CH:1]1([C:7]([C:9]2[O:10][C:11]3[CH:18]=[CH:17][C:16]([O:19][CH2:20][CH:21]4[CH2:25][CH2:24][CH2:23][O:22]4)=[CH:15][C:12]=3[C:13]=2[CH3:14])=[O:8])[CH2:6][CH2:5][CH2:4][CH2:3][CH2:2]1.[BH4-].[Na+].O. The catalyst is CO.O1CCCC1. The product is [CH:1]1([CH:7]([C:9]2[O:10][C:11]3[CH:18]=[CH:17][C:16]([O:19][CH2:20][CH:21]4[CH2:25][CH2:24][CH2:23][O:22]4)=[CH:15][C:12]=3[C:13]=2[CH3:14])[OH:8])[CH2:6][CH2:5][CH2:4][CH2:3][CH2:2]1. The yield is 0.900.